This data is from Forward reaction prediction with 1.9M reactions from USPTO patents (1976-2016). The task is: Predict the product of the given reaction. (1) Given the reactants [C:1]([O:4][C@H:5]([CH3:25])[CH2:6][CH2:7][CH2:8][CH2:9][N:10]1[C:15](=[O:16])[C:14]2[C:17](=[O:22])[CH:18]=[C:19]([CH3:21])[NH:20][C:13]=2[N:12]([CH3:23])[C:11]1=[O:24])(=[O:3])[CH3:2].ClCCl.[F:29][C:30]([F:43])([F:42])[S:31](O[S:31]([C:30]([F:43])([F:42])[F:29])(=[O:33])=[O:32])(=[O:33])=[O:32], predict the reaction product. The product is: [C:1]([O:4][C@H:5]([CH3:25])[CH2:6][CH2:7][CH2:8][CH2:9][N:10]1[C:15](=[O:16])[C:14]2[C:17]([O:22][S:31]([C:30]([F:43])([F:42])[F:29])(=[O:33])=[O:32])=[CH:18][C:19]([CH3:21])=[N:20][C:13]=2[N:12]([CH3:23])[C:11]1=[O:24])(=[O:3])[CH3:2]. (2) Given the reactants [H-].[Na+].Cl[CH2:4][CH2:5][CH2:6][CH2:7][C:8]([NH:10][CH:11]1[CH2:16][CH2:15][CH2:14][CH2:13][CH2:12]1)=[O:9].O, predict the reaction product. The product is: [CH:11]1([N:10]2[CH2:4][CH2:5][CH2:6][CH2:7][C:8]2=[O:9])[CH2:16][CH2:15][CH2:14][CH2:13][CH2:12]1. (3) The product is: [CH3:1][NH:2][C:3]([C:5]1[C:9]2[C:10]([CH3:22])([CH3:21])[CH2:11][C:12]3[CH:13]=[N:14][C:15]([I:24])=[N:16][C:17]=3[C:8]=2[N:7]([CH3:23])[N:6]=1)=[O:4]. Given the reactants [CH3:1][NH:2][C:3]([C:5]1[C:9]2[C:10]([CH3:22])([CH3:21])[CH:11](CC)[C:12]3[CH:13]=[N:14][C:15](N)=[N:16][C:17]=3[C:8]=2[N:7]([CH3:23])[N:6]=1)=[O:4].[I-:24].II.N(OCCC(C)C)=O, predict the reaction product. (4) Given the reactants Cl.[CH3:2][O:3][C:4](=[O:15])[C@H:5]([CH2:7][C:8]1[CH:13]=[CH:12][C:11]([OH:14])=[CH:10][CH:9]=1)[NH2:6].[C:16]([O:20][C:21](=O)[O:22]C(C)(C)C)([CH3:19])([CH3:18])[CH3:17].C(N(CC)CC)C, predict the reaction product. The product is: [CH3:2][O:3][C:4](=[O:15])[C@H:5]([CH2:7][C:8]1[CH:9]=[CH:10][C:11]([OH:14])=[CH:12][CH:13]=1)[NH:6][C:21]([O:20][C:16]([CH3:19])([CH3:18])[CH3:17])=[O:22]. (5) The product is: [N+:8]([C:11]1[CH:12]=[CH:13][C:14]([CH2:15][O:16][C:17]([N:19]2[CH2:27][CH2:26][N:25]3[N:24]=[C:2]([C:1]([O:5][CH2:6][CH3:7])=[O:4])[CH:3]=[C:21]3[CH2:20]2)=[O:18])=[CH:29][CH:30]=1)([O-:10])=[O:9]. Given the reactants [C:1]([O:5][CH2:6][CH3:7])(=[O:4])[C:2]#[CH:3].[N+:8]([C:11]1[CH:30]=[CH:29][C:14]([CH2:15][O:16][C:17]([N:19]2[CH2:27][CH2:26][N+:25]3[C-:21](C(=O)O[N:24]=3)[CH2:20]2)=[O:18])=[CH:13][CH:12]=1)([O-:10])=[O:9], predict the reaction product. (6) Given the reactants [F:1][C:2]1[CH:7]=[C:6]([F:8])[CH:5]=[CH:4][C:3]=1[NH:9][N:10]1[C:14]([C:15]2[CH:20]=[CH:19][C:18]([Cl:21])=[CH:17][C:16]=2[Cl:22])=[CH:13][NH:12][C:11]1=S.OO.O, predict the reaction product. The product is: [Cl:22][C:16]1[CH:17]=[C:18]([Cl:21])[CH:19]=[CH:20][C:15]=1[C:14]1[N:10]([NH:9][C:3]2[CH:4]=[CH:5][C:6]([F:8])=[CH:7][C:2]=2[F:1])[CH:11]=[N:12][CH:13]=1. (7) Given the reactants Cl.ClCC([NH:6][CH2:7][C:8]1[CH:13]=[C:12]([F:14])[CH:11]=[C:10]([F:15])[C:9]=1[OH:16])=O.C(=O)(O)[O-].[Na+], predict the reaction product. The product is: [OH:16][C:9]1[C:10]([F:15])=[CH:11][C:12]([F:14])=[CH:13][C:8]=1[CH2:7][NH2:6].